Dataset: Forward reaction prediction with 1.9M reactions from USPTO patents (1976-2016). Task: Predict the product of the given reaction. Given the reactants [CH3:1][C:2]1[CH:7]=[CH:6][CH:5]=[CH:4][C:3]=1[C:8]1[C:13]2[CH2:14][CH:15]([CH2:17][NH2:18])[O:16][C:12]=2[CH:11]=[CH:10][CH:9]=1.C(N(C(C)C)CC)(C)C.Cl[C:29]([O:31][CH2:32][C:33]1[CH:38]=[CH:37][CH:36]=[CH:35][CH:34]=1)=[O:30].C(OC(=O)NCC1CC2C=CC=C(C3CCCC3)C=2O1)C1C=CC=CC=1, predict the reaction product. The product is: [CH2:32]([O:31][C:29](=[O:30])[NH:18][CH2:17][CH:15]1[CH2:14][C:13]2[C:8]([C:3]3[CH:4]=[CH:5][CH:6]=[CH:7][C:2]=3[CH3:1])=[CH:9][CH:10]=[CH:11][C:12]=2[O:16]1)[C:33]1[CH:38]=[CH:37][CH:36]=[CH:35][CH:34]=1.